This data is from hERG Central: cardiac toxicity at 1µM, 10µM, and general inhibition. The task is: Predict hERG channel inhibition at various concentrations. The drug is Cc1nn(Cc2ccccc2Cl)c2sc(C(=O)NCCCn3ccnc3)cc12. Results: hERG_inhib (hERG inhibition (general)): blocker.